Dataset: CYP1A2 inhibition data for predicting drug metabolism from PubChem BioAssay. Task: Regression/Classification. Given a drug SMILES string, predict its absorption, distribution, metabolism, or excretion properties. Task type varies by dataset: regression for continuous measurements (e.g., permeability, clearance, half-life) or binary classification for categorical outcomes (e.g., BBB penetration, CYP inhibition). Dataset: cyp1a2_veith. (1) The drug is Cc1ccc(C(=O)NC(=S)NCC2CCCO2)cc1. The result is 1 (inhibitor). (2) The drug is O=C(c1ccncc1)N1CCC2(CC1)CN(Cc1ccccc1)C2. The result is 0 (non-inhibitor). (3) The drug is Cc1ccc(S(=O)(=O)c2c(C)nn(C(C)(C)C)c2OC(=O)c2cccs2)cc1. The result is 0 (non-inhibitor).